From a dataset of Forward reaction prediction with 1.9M reactions from USPTO patents (1976-2016). Predict the product of the given reaction. (1) Given the reactants [N:1]1[CH:6]=[CH:5][CH:4]=[CH:3][C:2]=1[NH:7][C:8]1[CH:13]=[CH:12][CH:11]=[CH:10][C:9]=1[NH2:14].[F:15][C:16]1[CH:26]=[C:25]([F:27])[CH:24]=[CH:23][C:17]=1/[CH:18]=[CH:19]/[C:20]([Cl:22])=O.N1C=CC=CC=1N1C2C=CC=CC=2N=C1/C=C/C1C=CC=CC=1.Cl, predict the reaction product. The product is: [ClH:22].[F:15][C:16]1[CH:26]=[C:25]([F:27])[CH:24]=[CH:23][C:17]=1/[CH:18]=[CH:19]/[C:20]1[N:7]([C:2]2[CH:3]=[CH:4][CH:5]=[CH:6][N:1]=2)[C:8]2[CH:13]=[CH:12][CH:11]=[CH:10][C:9]=2[N:14]=1. (2) Given the reactants [CH3:1][O:2][C:3]1[C:11]2[CH2:10][N:9]([C:12]3[CH:17]=[CH:16][C:15]([CH2:18][C:19]([O:21]CC)=[O:20])=[CH:14][CH:13]=3)[C:8](=[O:24])[C:7]=2[C:6]([O:25][CH:26]([CH3:29])[CH2:27][CH3:28])=[C:5]2[CH:30]=[CH:31][CH:32]=[CH:33][C:4]=12.[OH-].[Na+], predict the reaction product. The product is: [CH3:1][O:2][C:3]1[C:11]2[CH2:10][N:9]([C:12]3[CH:13]=[CH:14][C:15]([CH2:18][C:19]([OH:21])=[O:20])=[CH:16][CH:17]=3)[C:8](=[O:24])[C:7]=2[C:6]([O:25][CH:26]([CH3:29])[CH2:27][CH3:28])=[C:5]2[CH:30]=[CH:31][CH:32]=[CH:33][C:4]=12. (3) Given the reactants [CH3:1][N:2]1[CH2:11][C:10]([CH3:13])([CH3:12])[C:9]2[C:4](=[CH:5][C:6](N)=[CH:7][CH:8]=2)[CH2:3]1.N([O-])=O.[Na+].[BrH:19], predict the reaction product. The product is: [Br:19][C:6]1[CH:5]=[C:4]2[C:9]([C:10]([CH3:13])([CH3:12])[CH2:11][N:2]([CH3:1])[CH2:3]2)=[CH:8][CH:7]=1. (4) The product is: [F:28][C:26]([F:27])([F:29])[C:23]1[CH:24]=[CH:25][C:20]([N:17]2[CH2:16][CH2:15][N:14]([S:11]([C:9]3[CH:8]=[CH:7][C:6]([OH:30])=[C:5]([CH2:4][C:3]([OH:31])=[O:2])[CH:10]=3)(=[O:13])=[O:12])[CH2:19][CH2:18]2)=[N:21][CH:22]=1. Given the reactants C[O:2][C:3](=[O:31])[CH2:4][C:5]1[CH:10]=[C:9]([S:11]([N:14]2[CH2:19][CH2:18][N:17]([C:20]3[CH:25]=[CH:24][C:23]([C:26]([F:29])([F:28])[F:27])=[CH:22][N:21]=3)[CH2:16][CH2:15]2)(=[O:13])=[O:12])[CH:8]=[CH:7][C:6]=1[OH:30].[Li+].[OH-], predict the reaction product.